Task: Predict the reactants needed to synthesize the given product.. Dataset: Full USPTO retrosynthesis dataset with 1.9M reactions from patents (1976-2016) (1) The reactants are: [F:1][C:2]1[CH:23]=[C:22]([F:24])[CH:21]=[CH:20][C:3]=1[O:4][C:5]([C:10]1[CH:15]=[CH:14][C:13]([S:16]([CH3:19])(=[O:18])=[O:17])=[CH:12][CH:11]=1)([CH3:9])[C:6]([OH:8])=O.[CH3:25][O:26][C:27](=[O:36])[CH2:28][C:29]1[N:30]=[C:31]([NH2:35])[S:32][C:33]=1[Cl:34].C1C=CC2N(O)N=NC=2C=1.CCN=C=NCCCN(C)C.CN1CCOCC1. Given the product [CH3:25][O:26][C:27](=[O:36])[CH2:28][C:29]1[N:30]=[C:31]([NH:35][C:6](=[O:8])[C:5]([O:4][C:3]2[CH:20]=[CH:21][C:22]([F:24])=[CH:23][C:2]=2[F:1])([C:10]2[CH:11]=[CH:12][C:13]([S:16]([CH3:19])(=[O:17])=[O:18])=[CH:14][CH:15]=2)[CH3:9])[S:32][C:33]=1[Cl:34], predict the reactants needed to synthesize it. (2) Given the product [CH3:27][C:22]1[CH:23]=[CH:24][CH:25]=[CH:26][C:21]=1[C:12]([C:14]1[CH:19]=[CH:18][CH:17]=[CH:16][C:15]=1[CH3:20])=[CH:11][CH:5]1[CH2:4][CH:3]2[N:2]([CH3:1])[CH:7]([CH2:8][CH2:9][CH2:10]2)[CH2:6]1, predict the reactants needed to synthesize it. The reactants are: [CH3:1][N:2]1[CH:7]2[CH2:8][CH2:9][CH2:10][CH:3]1[CH2:4][CH:5]([CH2:11][C:12]([C:21]1[CH:26]=[CH:25][CH:24]=[CH:23][C:22]=1[CH3:27])([C:14]1[CH:19]=[CH:18][CH:17]=[CH:16][C:15]=1[CH3:20])O)[CH2:6]2.Cl. (3) Given the product [F:6][C:7]1[CH:8]=[C:9]2[C:15]([C:16]3[N:17]=[N:18][C:19]4[C:23]([CH3:28])([CH3:29])[C:24](=[O:26])[NH:37][C:20]=4[N:21]=3)=[N:14][N:13]([CH2:30][C:31]3[CH:36]=[N:35][CH:34]=[N:33][CH:32]=3)[C:10]2=[N:11][CH:12]=1, predict the reactants needed to synthesize it. The reactants are: P(Cl)(Cl)(Cl)=O.[F:6][C:7]1[CH:8]=[C:9]2[C:15]([C:16]3[N:17]=[N:18][C:19]([C:23]([CH3:29])([CH3:28])[C:24]([O:26]C)=O)=[C:20](O)[N:21]=3)=[N:14][N:13]([CH2:30][C:31]3[CH:32]=[N:33][CH:34]=[N:35][CH:36]=3)[C:10]2=[N:11][CH:12]=1.[NH3:37]. (4) Given the product [Cl:1][C:2]1[N:3]=[CH:4][CH:5]=[C:6]2[C:10]([CH3:11])=[C:9]([CH3:12])[N:8]([CH2:13][C:14]3[CH:21]=[CH:20][C:17]([CH3:18])=[CH:16][CH:15]=3)[C:7]=12, predict the reactants needed to synthesize it. The reactants are: [Cl:1][C:2]1[N:3]=[CH:4][CH:5]=[C:6]2[C:10]([CH3:11])=[C:9]([CH3:12])[NH:8][C:7]=12.[CH3:13][C:14]1[CH:21]=[CH:20][C:17]([CH2:18]Cl)=[CH:16][CH:15]=1.